Task: Predict which catalyst facilitates the given reaction.. Dataset: Catalyst prediction with 721,799 reactions and 888 catalyst types from USPTO Reactant: C(O[CH:5]([C:22]1[CH:27]=[CH:26][C:25]([C:28]2[CH:33]=[CH:32][CH:31]=[CH:30][CH:29]=2)=[CH:24][CH:23]=1)[CH2:6][C:7]([CH2:17][O:18][C:19](=[O:21])[CH3:20])([NH:13][C:14](=[O:16])[CH3:15])[CH2:8][O:9][C:10](=[O:12])[CH3:11])(=O)C. Product: [C:19]([O:18][CH2:17][C:7]([NH:13][C:14](=[O:16])[CH3:15])([CH2:6][CH2:5][C:22]1[CH:23]=[CH:24][C:25]([C:28]2[CH:33]=[CH:32][CH:31]=[CH:30][CH:29]=2)=[CH:26][CH:27]=1)[CH2:8][O:9][C:10](=[O:12])[CH3:11])(=[O:21])[CH3:20]. The catalyst class is: 50.